Predict the reactants needed to synthesize the given product. From a dataset of Full USPTO retrosynthesis dataset with 1.9M reactions from patents (1976-2016). (1) Given the product [CH3:21][C:22]1([CH3:38])[C:26]([CH3:28])([CH3:27])[O:25][B:24]([C:2]2[CH:3]=[C:4]([CH:18]=[CH:19][CH:20]=2)[CH2:5][O:6][C:7]2[CH:12]=[CH:11][CH:10]=[CH:9][C:8]=2[CH2:13][C:14]([O:16][CH3:17])=[O:15])[O:23]1, predict the reactants needed to synthesize it. The reactants are: Br[C:2]1[CH:3]=[C:4]([CH:18]=[CH:19][CH:20]=1)[CH2:5][O:6][C:7]1[CH:12]=[CH:11][CH:10]=[CH:9][C:8]=1[CH2:13][C:14]([O:16][CH3:17])=[O:15].[CH3:21][C:22]1([CH3:38])[C:26]([CH3:28])([CH3:27])[O:25][B:24]([B:24]2[O:25][C:26]([CH3:28])([CH3:27])[C:22]([CH3:38])([CH3:21])[O:23]2)[O:23]1.C([O-])(=O)C.[K+].C(Cl)Cl. (2) Given the product [ClH:20].[F:28][C:29]1[CH:34]=[CH:33][C:32]([C:21]2[N:22]=[CH:23][C:24]([O:18][CH2:17][CH2:16][C:14]3[N:15]=[C:11]([S:10][C:7]([CH3:8])([CH3:9])[C:6]([OH:5])=[O:19])[S:12][CH:13]=3)=[CH:25][CH:26]=2)=[CH:31][CH:30]=1, predict the reactants needed to synthesize it. The reactants are: C([O:5][C:6](=[O:19])[C:7]([S:10][C:11]1[S:12][CH:13]=[C:14]([CH2:16][CH2:17][OH:18])[N:15]=1)([CH3:9])[CH3:8])(C)(C)C.[Cl:20][C:21]1[CH:26]=[CH:25][C:24](O)=[CH:23][N:22]=1.[F:28][C:29]1[CH:34]=[CH:33][C:32](OB(O)O)=[CH:31][CH:30]=1.Cl.C(OCC)(=O)C. (3) Given the product [NH2:1][C:2]1[N:29]([CH2:30][C:31]([OH:34])([CH3:33])[CH3:32])[C:6]2[N:7]=[C:8]([NH:11][C:12]3[CH:17]=[CH:16][C:15]([CH:18]4[CH2:23][CH2:22][N:21]([CH2:24][CH2:25][O:40][CH3:39])[CH2:20][CH2:19]4)=[CH:14][C:13]=3[O:27][CH3:28])[N:9]=[CH:10][C:5]=2[C:4](=[O:35])[C:3]=1[C:36]([NH2:38])=[O:37], predict the reactants needed to synthesize it. The reactants are: [NH2:1][C:2]1[N:29]([CH2:30][C:31]([OH:34])([CH3:33])[CH3:32])[C:6]2[N:7]=[C:8]([NH:11][C:12]3[CH:17]=[CH:16][C:15]([CH:18]4[CH2:23][CH2:22][N:21]([CH2:24][CH2:25]Cl)[CH2:20][CH2:19]4)=[CH:14][C:13]=3[O:27][CH3:28])[N:9]=[CH:10][C:5]=2[C:4](=[O:35])[C:3]=1[C:36]([NH2:38])=[O:37].[C:39]([O-])([O-])=[O:40].[K+].[K+]. (4) Given the product [CH3:1][O:2][C:3](=[O:21])[CH2:4][C:5]1[CH:6]=[CH:7][C:8]([NH:11][C:12]2[CH:17]=[CH:16][CH:15]=[CH:14][C:13]=2[NH2:18])=[CH:9][CH:10]=1, predict the reactants needed to synthesize it. The reactants are: [CH3:1][O:2][C:3](=[O:21])[CH2:4][C:5]1[CH:10]=[CH:9][C:8]([NH:11][C:12]2[CH:17]=[CH:16][CH:15]=[CH:14][C:13]=2[N+:18]([O-])=O)=[CH:7][CH:6]=1. (5) Given the product [Cl:33][C:19]1[N:20]=[C:21]([N:24]2[CH2:29][CH:28]3[C:26]([N:30]([CH3:32])[CH3:31])([CH2:27]3)[CH2:25]2)[C:22]([F:23])=[C:17]([NH:9][NH2:8])[N:18]=1, predict the reactants needed to synthesize it. The reactants are: CC(OC([N:8](C(OC(C)(C)C)=O)[N:9]([C:17]1[C:22]([F:23])=[C:21]([N:24]2[CH2:29][CH:28]3[C:26]([N:30]([CH3:32])[CH3:31])([CH2:27]3)[CH2:25]2)[N:20]=[C:19]([Cl:33])[N:18]=1)C(OC(C)(C)C)=O)=O)(C)C.Cl. (6) Given the product [NH2:40][C:4]1[C:9]([Cl:10])=[C:8]([O:11][C:12]2[CH:17]=[CH:16][C:15]([NH:18][C:19]([C:21]3[C:22](=[O:36])[N:23]([C:30]4[CH:35]=[CH:34][CH:33]=[CH:32][CH:31]=4)[N:24]4[CH2:29][CH2:28][CH2:27][CH2:26][C:25]=34)=[O:20])=[CH:14][C:13]=2[F:37])[CH:7]=[CH:6][N:5]=1, predict the reactants needed to synthesize it. The reactants are: C([C:4]1[C:9]([Cl:10])=[C:8]([O:11][C:12]2[CH:17]=[CH:16][C:15]([NH:18][C:19]([C:21]3[C:22](=[O:36])[N:23]([C:30]4[CH:35]=[CH:34][CH:33]=[CH:32][CH:31]=4)[N:24]4[CH2:29][CH2:28][CH2:27][CH2:26][C:25]=34)=[O:20])=[CH:14][C:13]=2[F:37])[CH:7]=[CH:6][N:5]=1)(=O)N.CC#[N:40].O.C(OI(C1C=CC=CC=1)OC(=O)C)(=O)C. (7) Given the product [CH3:18][O:19][C:20](=[O:41])[CH2:21][CH2:22][NH:23][C:24](=[O:40])[C:25]1[CH:26]=[CH:27][C:28]([CH:31]([CH2:38][O:15][C:12]2[CH:13]=[CH:14][C:9]([C:6]3[CH:7]=[CH:8][C:3]([C:2]([F:16])([F:17])[F:1])=[CH:4][CH:5]=3)=[CH:10][CH:11]=2)[CH2:32][CH2:33][CH2:34][CH2:35][CH2:36][CH3:37])=[CH:29][CH:30]=1, predict the reactants needed to synthesize it. The reactants are: [F:1][C:2]([F:17])([F:16])[C:3]1[CH:8]=[CH:7][C:6]([C:9]2[CH:14]=[CH:13][C:12]([OH:15])=[CH:11][CH:10]=2)=[CH:5][CH:4]=1.[CH3:18][O:19][C:20](=[O:41])[CH2:21][CH2:22][NH:23][C:24](=[O:40])[C:25]1[CH:30]=[CH:29][C:28]([CH:31]([CH2:38]O)[CH2:32][CH2:33][CH2:34][CH2:35][CH2:36][CH3:37])=[CH:27][CH:26]=1.C(P(CCCC)CCCC)CCC.N(C(N1CCCCC1)=O)=NC(N1CCCCC1)=O.